Binary Classification. Given a drug SMILES string, predict its activity (active/inactive) in a high-throughput screening assay against a specified biological target. From a dataset of HIV replication inhibition screening data with 41,000+ compounds from the AIDS Antiviral Screen. (1) The molecule is O=c1[nH]n(Cc2ccccc2)c2ccc([N+](=O)[O-])cc12. The result is 0 (inactive). (2) The molecule is CC(=O)Nc1ccc(OC(C)(C)C)cc1. The result is 0 (inactive). (3) The molecule is COC(=O)C(C(=O)C(=O)Nc1cccc(OC)c1)c1cnc2ccccc2n1. The result is 0 (inactive). (4) The compound is O=c1c2ccccc2[se]n1-c1ccccn1. The result is 1 (active).